This data is from Forward reaction prediction with 1.9M reactions from USPTO patents (1976-2016). The task is: Predict the product of the given reaction. (1) Given the reactants [Cl:1][C:2]1[C:3]([CH3:18])=[C:4]([N:10]2[CH2:17][CH2:16][CH2:15][C@H:11]2[C:12](O)=O)[CH:5]=[CH:6][C:7]=1[C:8]#[N:9].C(N(CC)C(C)C)(C)C.CN([C:31]([O:35]N1N=NC2C=CC=CC1=2)=[N+](C)C)C.[B-](F)(F)(F)F.[C:50]([NH:53][NH2:54])(=[O:52])[CH3:51], predict the reaction product. The product is: [C:50]([NH:53][NH:54][C:31](=[O:35])[CH2:12][CH:11]1[CH2:15][CH2:16][CH2:17][N:10]1[C:4]1[CH:5]=[CH:6][C:7]([C:8]#[N:9])=[C:2]([Cl:1])[C:3]=1[CH3:18])(=[O:52])[CH3:51]. (2) Given the reactants [F:1][C:2]1[CH:3]=[C:4]([CH:7]=[CH:8][C:9]=1[C:10]([F:13])([F:12])[F:11])[CH:5]=O.[N+:14]([CH3:17])([O-:16])=[O:15].[OH-].[Na+], predict the reaction product. The product is: [F:1][C:2]1[CH:3]=[C:4]([CH:5]=[CH:17][N+:14]([O-:16])=[O:15])[CH:7]=[CH:8][C:9]=1[C:10]([F:13])([F:12])[F:11]. (3) Given the reactants [CH3:1][N:2]([CH2:22][CH:23](O)[C:24]1[CH:25]=[N:26][CH:27]=[CH:28][CH:29]=1)[C:3]([C:5]1[NH:9][N:8]=[C:7]([C:10]([O:12][CH3:13])=[O:11])[C:6]=1[O:14][CH2:15][C:16]1[CH:21]=[CH:20][CH:19]=[CH:18][CH:17]=1)=[O:4].C1(P(C2C=CC=CC=2)C2C=CC=CC=2)C=CC=CC=1.N(C(OCC)=O)=NC(OCC)=O, predict the reaction product. The product is: [CH2:15]([O:14][C:6]1[C:7]([C:10]([O:12][CH3:13])=[O:11])=[N:8][N:9]2[CH:23]([C:24]3[CH:25]=[N:26][CH:27]=[CH:28][CH:29]=3)[CH2:22][N:2]([CH3:1])[C:3](=[O:4])[C:5]=12)[C:16]1[CH:21]=[CH:20][CH:19]=[CH:18][CH:17]=1. (4) Given the reactants C(OC([NH:8][C@:9]([CH3:27])([CH:19]=[CH:20][C:21]1[N:22]([CH3:26])[CH:23]=[CH:24][CH:25]=1)[CH2:10][O:11][C:12](=[O:18])CCCCC)=O)(C)(C)C.[OH-].[Na+].CC(C)([O-])C.[K+].C(O)(=O)C, predict the reaction product. The product is: [CH3:27][C@@:9]1([CH:19]=[CH:20][C:21]2[N:22]([CH3:26])[CH:23]=[CH:24][CH:25]=2)[CH2:10][O:11][C:12](=[O:18])[NH:8]1. (5) Given the reactants [Cl:1][C:2]1[CH:11]=[CH:10][C:9]2[N:8]=[C:7]([N:12]3[CH2:17][CH2:16][CH2:15][C@H:14]([NH:18][CH2:19][CH2:20][C:21]#N)[CH2:13]3)[CH:6]=[CH:5][C:4]=2[C:3]=1[C:23]([NH:25][CH2:26][C:27]12[CH2:36][CH:31]3[CH2:32][CH:33]([CH2:35][CH:29]([CH2:30]3)[CH2:28]1)[CH2:34]2)=[O:24].[OH-:37].[Na+].C[OH:40], predict the reaction product. The product is: [Cl:1][C:2]1[C:3]([C:23]([NH:25][CH2:26][C:27]23[CH2:34][CH:33]4[CH2:32][CH:31]([CH2:30][CH:29]([CH2:35]4)[CH2:28]2)[CH2:36]3)=[O:24])=[C:4]2[C:9](=[CH:10][CH:11]=1)[N:8]=[C:7]([N:12]1[CH2:17][CH2:16][CH2:15][C@H:14]([NH:18][CH2:19][CH2:20][C:21]([OH:40])=[O:37])[CH2:13]1)[CH:6]=[CH:5]2. (6) Given the reactants [H-].C([Al+]CC(C)C)C(C)C.C1(C)C=CC=CC=1.C([O:20][C:21]([C@@H:23]1[CH2:28][CH2:27][CH2:26][N:25]([C:29]([O:31][C:32]([CH3:35])([CH3:34])[CH3:33])=[O:30])[CH2:24]1)=O)C.O, predict the reaction product. The product is: [C:32]([O:31][C:29]([N:25]1[CH2:26][CH2:27][CH2:28][C@@H:23]([CH:21]=[O:20])[CH2:24]1)=[O:30])([CH3:35])([CH3:34])[CH3:33]. (7) Given the reactants C1(P(C2C=CC=CC=2)C2C=CC=CC=2)C=CC=CC=1.C1C=CC(COC(/N=N/C(OCC2C=CC=CC=2)=O)=O)=CC=1.[F:42][C:43]([F:52])([F:51])[C:44]1[CH:49]=[CH:48][C:47]([OH:50])=[CH:46][CH:45]=1.[CH3:53][C:54]1[O:58][C:57]([CH2:59][CH2:60]O)=[CH:56][CH:55]=1, predict the reaction product. The product is: [CH3:53][C:54]1[O:58][C:57]([CH2:59][CH2:60][O:50][C:47]2[CH:46]=[CH:45][C:44]([C:43]([F:51])([F:52])[F:42])=[CH:49][CH:48]=2)=[CH:56][CH:55]=1. (8) Given the reactants C(=O)(OC(C)(C)C)[O:2][CH2:3][CH2:4][CH:5]1[CH2:10][O:9][C:8]2[CH:11]=[C:12](Br)[CH:13]=[N:14][C:7]=2[NH:6]1.C([O-])([O-])=O.[Cs+].[Cs+].[C:28]([C:32]1[O:36][N:35]=[C:34]([NH:37][C:38]([NH:40][C:41]2[CH:46]=[CH:45][C:44](B3OC(C)(C)C(C)(C)O3)=[CH:43][CH:42]=2)=[O:39])[CH:33]=1)([CH3:31])([CH3:30])[CH3:29], predict the reaction product. The product is: [C:28]([C:32]1[O:36][N:35]=[C:34]([NH:37][C:38]([NH:40][C:41]2[CH:46]=[CH:45][C:44]([C:12]3[CH:13]=[N:14][C:7]4[NH:6][CH:5]([CH2:4][CH2:3][OH:2])[CH2:10][O:9][C:8]=4[CH:11]=3)=[CH:43][CH:42]=2)=[O:39])[CH:33]=1)([CH3:31])([CH3:29])[CH3:30]. (9) Given the reactants [CH3:1]C(C)([O-])C.[K+].[I-].C[S+](C)(C)=O.[C:13]1([C:19]([C:21]2[CH:30]=[CH:29][C:28]3[C:23](=[C:24]([C:31]4[NH:39][C:38]5[CH2:37][CH2:36][NH:35][C:34](=[O:40])[C:33]=5[CH:32]=4)[CH:25]=[CH:26][CH:27]=3)[N:22]=2)=[CH2:20])[CH:18]=[CH:17][CH:16]=[CH:15][CH:14]=1, predict the reaction product. The product is: [C:13]1([C:19]2([C:21]3[CH:30]=[CH:29][C:28]4[C:23](=[C:24]([C:31]5[NH:39][C:38]6[CH2:37][CH2:36][NH:35][C:34](=[O:40])[C:33]=6[CH:32]=5)[CH:25]=[CH:26][CH:27]=4)[N:22]=3)[CH2:1][CH2:20]2)[CH:18]=[CH:17][CH:16]=[CH:15][CH:14]=1.